From a dataset of Forward reaction prediction with 1.9M reactions from USPTO patents (1976-2016). Predict the product of the given reaction. Given the reactants [CH2:1]([O:8][C:9]([C:11]1[N:19]2[C:14]([CH:15]=[CH:16][CH:17]=[CH:18]2)=[C:13](C(O)=O)[CH:12]=1)=[O:10])[C:2]1[CH:7]=[CH:6][CH:5]=[CH:4][CH:3]=1.C(OC1C=C2C(=CC=1)[N:32]([C:36](N)=[O:37])C=C2N=C=O)C=C, predict the reaction product. The product is: [CH2:1]([O:8][C:9]([C:11]1[N:19]2[C:14]([CH:15]=[CH:16][CH:17]=[CH:18]2)=[C:13]([N:32]=[C:36]=[O:37])[CH:12]=1)=[O:10])[C:2]1[CH:3]=[CH:4][CH:5]=[CH:6][CH:7]=1.